This data is from TCR-epitope binding with 47,182 pairs between 192 epitopes and 23,139 TCRs. The task is: Binary Classification. Given a T-cell receptor sequence (or CDR3 region) and an epitope sequence, predict whether binding occurs between them. (1) The epitope is SLVKPSFYV. The TCR CDR3 sequence is CASSFGQGDYGYTF. Result: 0 (the TCR does not bind to the epitope). (2) The epitope is IPIQASLPF. The TCR CDR3 sequence is CASSGGRSYNSPLHF. Result: 0 (the TCR does not bind to the epitope). (3) The epitope is LPRRSGAAGA. The TCR CDR3 sequence is CASSPFQGMSYNEQFF. Result: 0 (the TCR does not bind to the epitope). (4) The epitope is KAYNVTQAF. The TCR CDR3 sequence is CASSVEGGGAKETQYF. Result: 0 (the TCR does not bind to the epitope). (5) The epitope is LLWNGPMAV. The TCR CDR3 sequence is CASSQIMEAPYGYTF. Result: 1 (the TCR binds to the epitope). (6) The epitope is MPASWVMRI. The TCR CDR3 sequence is CASSTWTVSYEQYF. Result: 0 (the TCR does not bind to the epitope). (7) The epitope is RLRAEAQVK. The TCR CDR3 sequence is CASSLDDRKETQYF. Result: 1 (the TCR binds to the epitope).